Dataset: Reaction yield outcomes from USPTO patents with 853,638 reactions. Task: Predict the reaction yield, written as a fraction of the theoretical maximum amount of product (1.0 means a 100% yield; for example, 0.34 means a 34% yield). (1) The reactants are [Cl:1][C:2]1[C:7](/[C:8](/O)=[CH:9]\[C:10]2[CH:15]=[CH:14][N:13]=[C:12]([Cl:16])[N:11]=2)=[CH:6][CH:5]=[CH:4][C:3]=1[NH:18][S:19]([C:22]1[C:27]([F:28])=[CH:26][CH:25]=[CH:24][C:23]=1[F:29])(=[O:21])=[O:20].[CH3:30][C:31]([CH3:36])([CH3:35])[C:32](=[S:34])[NH2:33]. No catalyst specified. The product is [Cl:1][C:2]1[C:7]([C:8]2[N:33]=[C:32]([C:31]([CH3:36])([CH3:35])[CH3:30])[S:34][C:9]=2[C:10]2[CH:15]=[CH:14][N:13]=[C:12]([Cl:16])[N:11]=2)=[CH:6][CH:5]=[CH:4][C:3]=1[NH:18][S:19]([C:22]1[C:27]([F:28])=[CH:26][CH:25]=[CH:24][C:23]=1[F:29])(=[O:21])=[O:20]. The yield is 0.437. (2) The reactants are [OH:1][C:2]1[CH:14]=[CH:13][C:5]2[N:6]=[C:7]([C:9]([O:11]C)=[O:10])[S:8][C:4]=2[CH:3]=1.[OH-].[Na+].Cl. No catalyst specified. The product is [OH:1][C:2]1[CH:14]=[CH:13][C:5]2[N:6]=[C:7]([C:9]([OH:11])=[O:10])[S:8][C:4]=2[CH:3]=1. The yield is 0.990.